The task is: Predict the reactants needed to synthesize the given product.. This data is from Full USPTO retrosynthesis dataset with 1.9M reactions from patents (1976-2016). (1) Given the product [Cl:18][C:4]1[N:3]=[C:2]([O:26][CH2:25][CH2:24][O:23][CH3:21])[N:7]=[C:6]([NH:8][CH2:9][C:10]2[CH:15]=[CH:14][C:13]([O:16][CH3:17])=[CH:12][CH:11]=2)[CH:5]=1, predict the reactants needed to synthesize it. The reactants are: Cl[C:2]1[N:7]=[C:6]([NH:8][CH2:9][C:10]2[CH:15]=[CH:14][C:13]([O:16][CH3:17])=[CH:12][CH:11]=2)[CH:5]=[C:4]([Cl:18])[N:3]=1.[H-].[Na+].[CH2:21]([O:23][CH2:24][CH2:25][OH:26])C. (2) Given the product [CH:9]([O:8][C:5]1[N:6]=[N:7][C:2]([C:20]2[CH:21]=[C:22]([NH2:25])[CH:23]=[N:24][C:19]=2[CH3:18])=[CH:3][C:4]=1[N:12]1[CH2:17][CH2:16][O:15][CH2:14][CH2:13]1)([CH3:11])[CH3:10], predict the reactants needed to synthesize it. The reactants are: Cl[C:2]1[N:7]=[N:6][C:5]([O:8][CH:9]([CH3:11])[CH3:10])=[C:4]([N:12]2[CH2:17][CH2:16][O:15][CH2:14][CH2:13]2)[CH:3]=1.[CH3:18][C:19]1[N:24]=[CH:23][C:22]([NH2:25])=[CH:21][C:20]=1B1OC(C)(C)C(C)(C)O1.C(=O)([O-])[O-].[Na+].[Na+]. (3) The reactants are: Cl[C:2]1[N:10]=[C:9]2[C:5]([N:6]=[C:7]([CH2:12][N:13]3[CH2:16][CH:15]([CH:17]4[CH2:22][CH2:21][O:20][CH2:19][CH2:18]4)[CH2:14]3)[N:8]2[CH3:11])=[C:4]([N:23]2[CH2:28][CH2:27][O:26][CH2:25][CH2:24]2)[N:3]=1.[C:29]1([NH2:36])[C:30]([NH2:35])=[CH:31][CH:32]=[CH:33][CH:34]=1.CC(C1C=C(C(C)C)C(C2C=CC=CC=2P(C2CCCCC2)C2CCCCC2)=C(C(C)C)C=1)C.C([O-])([O-])=O.[Cs+].[Cs+]. Given the product [CH3:11][N:8]1[C:7]([CH2:12][N:13]2[CH2:16][CH:15]([CH:17]3[CH2:22][CH2:21][O:20][CH2:19][CH2:18]3)[CH2:14]2)=[N:6][C:5]2[C:9]1=[N:10][C:2]([NH:35][C:30]1[C:29]([NH2:36])=[CH:34][CH:33]=[CH:32][CH:31]=1)=[N:3][C:4]=2[N:23]1[CH2:28][CH2:27][O:26][CH2:25][CH2:24]1, predict the reactants needed to synthesize it.